Dataset: Merck oncology drug combination screen with 23,052 pairs across 39 cell lines. Task: Regression. Given two drug SMILES strings and cell line genomic features, predict the synergy score measuring deviation from expected non-interaction effect. (1) Drug 1: COc1cccc2c1C(=O)c1c(O)c3c(c(O)c1C2=O)CC(O)(C(=O)CO)CC3OC1CC(N)C(O)C(C)O1. Drug 2: O=C(CCCCCCC(=O)Nc1ccccc1)NO. Cell line: NCIH520. Synergy scores: synergy=-6.13. (2) Drug 1: CCN(CC)CCNC(=O)c1c(C)[nH]c(C=C2C(=O)Nc3ccc(F)cc32)c1C. Drug 2: CS(=O)(=O)CCNCc1ccc(-c2ccc3ncnc(Nc4ccc(OCc5cccc(F)c5)c(Cl)c4)c3c2)o1. Cell line: NCIH2122. Synergy scores: synergy=26.2.